This data is from NCI-60 drug combinations with 297,098 pairs across 59 cell lines. The task is: Regression. Given two drug SMILES strings and cell line genomic features, predict the synergy score measuring deviation from expected non-interaction effect. Drug 1: CN1CCC(CC1)COC2=C(C=C3C(=C2)N=CN=C3NC4=C(C=C(C=C4)Br)F)OC. Drug 2: C1CC(=O)NC(=O)C1N2C(=O)C3=CC=CC=C3C2=O. Cell line: NCI-H322M. Synergy scores: CSS=33.5, Synergy_ZIP=1.47, Synergy_Bliss=4.80, Synergy_Loewe=-23.2, Synergy_HSA=4.75.